The task is: Predict the reactants needed to synthesize the given product.. This data is from Full USPTO retrosynthesis dataset with 1.9M reactions from patents (1976-2016). (1) Given the product [F:12][B-:13]([F:16])([F:15])[F:14].[Cl:11][C:3]1[CH:4]=[C:5]([C:6]#[N:7])[CH:8]=[C:9]([Cl:10])[C:2]=1[N+:1]#[N:18], predict the reactants needed to synthesize it. The reactants are: [NH2:1][C:2]1[C:9]([Cl:10])=[CH:8][C:5]([C:6]#[N:7])=[CH:4][C:3]=1[Cl:11].[F:12][B-:13]([F:16])([F:15])[F:14].[H+].[N:18](OCCC(C)C)=O.C(OCC)C. (2) Given the product [C:66]12([CH2:76][NH:77][C:20](=[O:22])[CH2:19][CH2:18][N:15]3[CH2:16][CH2:17][CH:12]([NH:11][CH2:10][C@H:9]([OH:8])[C:23]4[CH:32]=[CH:31][C:30]([OH:33])=[C:29]5[C:24]=4[CH:25]=[CH:26][C:27](=[O:34])[NH:28]5)[CH2:13][CH2:14]3)[CH2:73][CH:72]3[CH2:71][CH:70]([CH2:69][CH:68]([CH2:74]3)[CH2:67]1)[CH2:75]2, predict the reactants needed to synthesize it. The reactants are: [Si]([O:8][C@H:9]([C:23]1[CH:32]=[CH:31][C:30]([OH:33])=[C:29]2[C:24]=1[CH:25]=[CH:26][C:27](=[O:34])[NH:28]2)[CH2:10][NH:11][CH:12]1[CH2:17][CH2:16][N:15]([CH2:18][CH2:19][C:20]([OH:22])=O)[CH2:14][CH2:13]1)(C(C)(C)C)(C)C.CN(C(ON1N=NC2C=CC=NC1=2)=[N+](C)C)C.F[P-](F)(F)(F)(F)F.C(N(CC)CC)C.[C:66]12([CH2:76][NH2:77])[CH2:75][CH:70]3[CH2:71][CH:72]([CH2:74][CH:68]([CH2:69]3)[CH2:67]1)[CH2:73]2. (3) Given the product [F:1][C:2]([F:13])([F:12])[S:3][C:4]1[CH:9]=[C:8]2[C:7](=[CH:6][CH:5]=1)[N:10]=[C:24]([CH3:25])[C:15]2([CH3:14])[CH2:16][CH2:17][CH2:18][CH2:19][S:20]([OH:23])(=[O:21])=[O:22], predict the reactants needed to synthesize it. The reactants are: [F:1][C:2]([F:13])([F:12])[S:3][C:4]1[CH:9]=[CH:8][C:7]([NH:10]N)=[CH:6][CH:5]=1.[CH3:14][CH:15]([C:24](=O)[CH3:25])[CH2:16][CH2:17][CH2:18][CH2:19][S:20]([OH:23])(=[O:22])=[O:21]. (4) The reactants are: [C:1]([C:4]1[N:9]=[C:8]([CH:10]2[CH2:15][CH2:14][N:13](C(OC(C)(C)C)=O)[CH2:12][CH2:11]2)[CH:7]=[C:6]([N:23]([CH3:25])[CH3:24])[CH:5]=1)(=[O:3])[NH2:2].Cl.CCOC(C)=O. Given the product [CH3:24][N:23]([CH3:25])[C:6]1[CH:7]=[C:8]([CH:10]2[CH2:11][CH2:12][NH:13][CH2:14][CH2:15]2)[N:9]=[C:4]([C:1]([NH2:2])=[O:3])[CH:5]=1, predict the reactants needed to synthesize it. (5) Given the product [NH2:6][C:2]([CH3:5])([CH3:1])[CH2:3][NH:4][C:12](=[O:13])[O:11][C:8]([CH3:10])([CH3:9])[CH3:7], predict the reactants needed to synthesize it. The reactants are: [CH3:1][C:2]([NH2:6])([CH3:5])[CH2:3][NH2:4].[CH3:7][C:8]([O:11][C:12](ON=C(C1C=CC=CC=1)C#N)=[O:13])([CH3:10])[CH3:9].C(O)(=O)CC(CC(O)=O)(C(O)=O)O. (6) Given the product [C:23]([Si:20]([CH3:21])([CH3:22])[O:19][C@H:16]1[CH2:17][CH2:18][C@H:13]([N:9]2[CH2:10][CH2:11][CH2:12][CH:7]([CH2:6][C:5]3[CH:28]=[CH:29][C:2]([C:33]4[CH:32]=[N:31][CH:36]=[CH:35][CH:34]=4)=[CH:3][C:4]=3[Cl:30])[C:8]2=[O:27])[CH2:14][CH2:15]1)([CH3:24])([CH3:26])[CH3:25], predict the reactants needed to synthesize it. The reactants are: Br[C:2]1[CH:29]=[CH:28][C:5]([CH2:6][CH:7]2[CH2:12][CH2:11][CH2:10][N:9]([C@H:13]3[CH2:18][CH2:17][C@H:16]([O:19][Si:20]([C:23]([CH3:26])([CH3:25])[CH3:24])([CH3:22])[CH3:21])[CH2:15][CH2:14]3)[C:8]2=[O:27])=[C:4]([Cl:30])[CH:3]=1.[N:31]1[CH:36]=[CH:35][CH:34]=[C:33](B(O)O)[CH:32]=1.C([O-])([O-])=O.[Na+].[Na+].C([O-])(O)=O.[Na+].